Dataset: Full USPTO retrosynthesis dataset with 1.9M reactions from patents (1976-2016). Task: Predict the reactants needed to synthesize the given product. (1) Given the product [CH3:6][C:4]([O:7][C:8]([N:10]([CH2:12][C:13]1[CH:18]=[C:17]([C:19]2[CH:24]=[CH:23][CH:22]=[CH:21][CH:20]=2)[C:16]([C:25]([OH:27])=[O:26])=[CH:15][CH:14]=1)[CH3:11])=[O:9])([CH3:3])[CH3:5], predict the reactants needed to synthesize it. The reactants are: [OH-].[Na+].[CH3:3][C:4]([O:7][C:8]([N:10]([CH2:12][C:13]1[CH:18]=[C:17]([C:19]2[CH:24]=[CH:23][CH:22]=[CH:21][CH:20]=2)[C:16]([C:25]([O:27]C)=[O:26])=[CH:15][CH:14]=1)[CH3:11])=[O:9])([CH3:6])[CH3:5]. (2) Given the product [Br:7][C:8]1[CH:9]=[C:10](/[CH:13]=[CH:16]/[C:17]([OH:19])=[O:18])[S:11][CH:12]=1, predict the reactants needed to synthesize it. The reactants are: N1CCCCC1.[Br:7][C:8]1[CH:9]=[C:10]([CH:13]=O)[S:11][CH:12]=1.C(O)(=O)[CH2:16][C:17]([OH:19])=[O:18]. (3) Given the product [F:12][C:3]1[CH:4]=[C:5]([CH:10]=[CH:11][C:2]=1[C:29]#[C:28][CH2:27][O:26][CH3:25])[C:6]([O:8][CH3:9])=[O:7], predict the reactants needed to synthesize it. The reactants are: Br[C:2]1[CH:11]=[CH:10][C:5]([C:6]([O:8][CH3:9])=[O:7])=[CH:4][C:3]=1[F:12].CN(C=O)C.C(N(CC)CC)C.[CH3:25][O:26][CH2:27][C:28]#[CH:29]. (4) Given the product [CH3:1][O:2][C:3]([CH:5]1[CH2:10][CH2:9][CH:8]([CH2:11][OH:12])[CH2:7][CH2:6]1)=[O:4], predict the reactants needed to synthesize it. The reactants are: [CH3:1][O:2][C:3]([CH:5]1[CH2:10][CH2:9][CH:8]([CH2:11][O:12]CC2C=CC=CC=2)[CH2:7][CH2:6]1)=[O:4]. (5) Given the product [CH3:21][C:2]1([CH3:1])[CH2:3][C:4]2[NH:9][N:10]=[C:24]([C:23]([F:34])([F:33])[F:22])[C:5]=2[C:6](=[O:8])[CH2:7]1, predict the reactants needed to synthesize it. The reactants are: [CH3:1][C:2]1([CH3:21])[CH2:7][C:6](=[O:8])[CH2:5]/[C:4](=[N:9]\[NH:10]S(C2C=CC(C)=CC=2)(=O)=O)/[CH2:3]1.[F:22][C:23]([F:34])([F:33])[C:24](O[C:24](=O)[C:23]([F:34])([F:33])[F:22])=O.C1COCC1.C(N(CC)CC)C. (6) Given the product [CH2:7]1[C:6]2([CH2:2][CH2:3][CH2:4][CH2:5][C:1]2=[O:12])[CH2:10][CH2:9][CH2:8]1, predict the reactants needed to synthesize it. The reactants are: [C:1]1([OH:12])([C:6]2(O)[CH2:10][CH2:9][CH2:8][CH2:7]2)[CH2:5][CH2:4][CH2:3][CH2:2]1.COC(OC)OC.B(F)(F)F.CCOCC. (7) The reactants are: OS(O)(=O)=O.[Cl:6][C:7]1[CH:29]=[CH:28][C:10]2[NH:11][C:12]([S:14][C:15]3[C:20]4[NH:21][C:22](=[O:24])[NH:23][C:19]=4[CH:18]=[C:17]([C:25]([OH:27])=[O:26])[CH:16]=3)=[N:13][C:9]=2[CH:8]=1.[CH2:30](O)[CH3:31]. Given the product [Cl:6][C:7]1[CH:29]=[CH:28][C:10]2[NH:11][C:12]([S:14][C:15]3[C:20]4[NH:21][C:22](=[O:24])[NH:23][C:19]=4[CH:18]=[C:17]([C:25]([O:27][CH2:30][CH3:31])=[O:26])[CH:16]=3)=[N:13][C:9]=2[CH:8]=1, predict the reactants needed to synthesize it.